From a dataset of Forward reaction prediction with 1.9M reactions from USPTO patents (1976-2016). Predict the product of the given reaction. (1) Given the reactants C[O:2][C:3]1[C:8]([CH3:9])=[CH:7][N:6]=[C:5]([CH2:10][OH:11])[C:4]=1[CH3:12].[Cl-].[Li+].[OH-].[Na+], predict the reaction product. The product is: [OH:11][CH2:10][C:5]1[C:4]([CH3:12])=[C:3]([OH:2])[C:8]([CH3:9])=[CH:7][N:6]=1. (2) Given the reactants [Br:1][C:2]1[C:7]2=[N:8][C:9]([C:12]([OH:14])=O)=[CH:10][N:11]=[C:6]2[CH:5]=[N:4][CH:3]=1.[NH2:15][CH:16]([CH3:21])[C:17]([CH3:20])([OH:19])[CH3:18].C(N(CC)CC)C.F[P-](F)(F)(F)(F)F.C[N+](C)=C(N(C)C)O, predict the reaction product. The product is: [Br:1][C:2]1[C:7]2=[N:8][C:9]([C:12]([NH:15][CH:16]([C:17]([OH:19])([CH3:20])[CH3:18])[CH3:21])=[O:14])=[CH:10][N:11]=[C:6]2[CH:5]=[N:4][CH:3]=1. (3) Given the reactants [F:1][C:2]1[C:7]([CH:8]2[CH2:12][NH:11][C:10](=[O:13])[CH2:9]2)=[CH:6][CH:5]=[CH:4][N:3]=1.I[CH3:15].[H-].[Na+], predict the reaction product. The product is: [F:1][C:2]1[C:7]([CH:8]2[CH2:12][N:11]([CH3:15])[C:10](=[O:13])[CH2:9]2)=[CH:6][CH:5]=[CH:4][N:3]=1. (4) Given the reactants [CH2:1]([O:3][C:4](=[O:26])[CH:5]([C:20]1[CH:25]=[CH:24][CH:23]=[CH:22][N:21]=1)[CH2:6][C:7]([C:9]1[CH:14]=[CH:13][C:12]([O:15][CH2:16][CH2:17][CH2:18]Cl)=[CH:11][CH:10]=1)=[O:8])[CH3:2].[CH3:27][C@@H:28]1[CH2:32][CH2:31][CH2:30][NH2+:29]1.C1(S([O-])(=O)=O)C=CC=CC=1.C(=O)([O-])[O-].[K+].[K+].[I-].[K+], predict the reaction product. The product is: [CH2:1]([O:3][C:4](=[O:26])[CH:5]([C:20]1[CH:25]=[CH:24][CH:23]=[CH:22][N:21]=1)[CH2:6][C:7]([C:9]1[CH:14]=[CH:13][C:12]([O:15][CH2:16][CH2:17][CH2:18][N:29]2[CH2:30][CH2:31][CH2:32][C@H:28]2[CH3:27])=[CH:11][CH:10]=1)=[O:8])[CH3:2]. (5) Given the reactants [C:1]([O:5][C:6]([NH:8][CH2:9][C:10]1[C:11]([OH:20])=[C:12]([CH:17]=[CH:18][CH:19]=1)[C:13]([O:15]C)=[O:14])=[O:7])([CH3:4])([CH3:3])[CH3:2].C[Si](C)(C)[O-].[K+], predict the reaction product. The product is: [C:1]([O:5][C:6]([NH:8][CH2:9][C:10]1[C:11]([OH:20])=[C:12]([CH:17]=[CH:18][CH:19]=1)[C:13]([OH:15])=[O:14])=[O:7])([CH3:4])([CH3:2])[CH3:3].